Dataset: CYP2D6 inhibition data for predicting drug metabolism from PubChem BioAssay. Task: Regression/Classification. Given a drug SMILES string, predict its absorption, distribution, metabolism, or excretion properties. Task type varies by dataset: regression for continuous measurements (e.g., permeability, clearance, half-life) or binary classification for categorical outcomes (e.g., BBB penetration, CYP inhibition). Dataset: cyp2d6_veith. The result is 1 (inhibitor). The compound is OC(Cn1c2ccccc2c2ccccc21)C[n+]1ccccc1.[O-][Cl+3]([O-])([O-])[O-].